Predict the product of the given reaction. From a dataset of Forward reaction prediction with 1.9M reactions from USPTO patents (1976-2016). (1) Given the reactants [O:1]=[S:2]1(=[O:23])[C:7]2[CH:8]=[C:9]([O:12][C:13]3[CH:14]=[C:15]([NH2:19])[CH:16]=[CH:17][CH:18]=3)[CH:10]=[CH:11][C:6]=2[N:5]2[CH2:20][CH2:21][CH2:22][CH:4]2[NH:3]1.CO[CH:26]1[CH2:30][CH2:29][CH:28](OC)O1.O.CC(O)=O, predict the reaction product. The product is: [N:19]1([C:15]2[CH:14]=[C:13]([CH:18]=[CH:17][CH:16]=2)[O:12][C:9]2[CH:10]=[CH:11][C:6]3[N:5]4[CH2:20][CH2:21][CH2:22][CH:4]4[NH:3][S:2](=[O:1])(=[O:23])[C:7]=3[CH:8]=2)[CH:26]=[CH:30][CH:29]=[CH:28]1. (2) Given the reactants C[Si]([N-][Si](C)(C)C)(C)C.[Na+].O1CCCC1.Cl[C:17]1[C:26]2[C:21](=[CH:22][C:23]([O:29][CH2:30][CH2:31][CH2:32][N:33]3[CH2:38][CH2:37][N:36]([CH3:39])[CH2:35][CH2:34]3)=[C:24]([O:27][CH3:28])[CH:25]=2)[N:20]=[CH:19][N:18]=1.[Cl:40][C:41]1[CH:49]=[C:48]([C:50]#[C:51][CH2:52][O:53][CH3:54])[C:44]2[O:45][CH2:46][O:47][C:43]=2[C:42]=1[NH2:55], predict the reaction product. The product is: [CH3:28][O:27][C:24]1[CH:25]=[C:26]2[C:21](=[CH:22][C:23]=1[O:29][CH2:30][CH2:31][CH2:32][N:33]1[CH2:38][CH2:37][N:36]([CH3:39])[CH2:35][CH2:34]1)[N:20]=[CH:19][N:18]=[C:17]2[NH:55][C:42]1[C:43]2[O:47][CH2:46][O:45][C:44]=2[C:48]([C:50]#[C:51][CH2:52][O:53][CH3:54])=[CH:49][C:41]=1[Cl:40]. (3) Given the reactants [CH:1]1[C:6]([OH:7])=[CH:5][CH:4]=[C:3]([CH3:8])[CH:2]=1.P([O-])([O-])([O-])=O.[K+].[K+].[K+].C(P(C(C)(C)C)C1C=CC=CC=1C1C(C(C)C)=CC(C(C)C)=CC=1C(C)C)(C)(C)C.[C:47]([NH:55][C:56]1[CH:68]=[C:67](Br)[CH:66]=[CH:65][C:57]=1[C:58]([O:60][C:61]([CH3:64])([CH3:63])[CH3:62])=[O:59])(=[O:54])[C:48]1[CH:53]=[CH:52][CH:51]=[CH:50][CH:49]=1.C(O)(=O)CC(CC(O)=O)(C(O)=O)O, predict the reaction product. The product is: [C:47]([NH:55][C:56]1[CH:68]=[C:67]([O:7][C:6]2[CH:1]=[CH:2][C:3]([CH3:8])=[CH:4][CH:5]=2)[CH:66]=[CH:65][C:57]=1[C:58]([O:60][C:61]([CH3:64])([CH3:63])[CH3:62])=[O:59])(=[O:54])[C:48]1[CH:53]=[CH:52][CH:51]=[CH:50][CH:49]=1. (4) Given the reactants Cl[C:2]1[N:9]=[C:8]([CH3:10])[CH:7]=[CH:6][C:3]=1[C:4]#[N:5].[C:11]([O:15][CH2:16][CH3:17])(=[O:14])[CH2:12][SH:13].C[O-].[Na+].[O-]CC.[Na+], predict the reaction product. The product is: [NH2:5][C:4]1[C:3]2[C:2](=[N:9][C:8]([CH3:10])=[CH:7][CH:6]=2)[S:13][C:12]=1[C:11]([O:15][CH2:16][CH3:17])=[O:14]. (5) Given the reactants [CH2:1]([P:3]([CH2:10][CH2:11][CH2:12][NH2:13])(=[O:9])[O:4][CH2:5][CH2:6]CC)[CH3:2].C(O)C[OH:16], predict the reaction product. The product is: [CH2:1]([P:3]([CH2:10][CH2:11][CH2:12][NH2:13])(=[O:9])[O:4][CH2:5][CH2:6][OH:16])[CH3:2].